This data is from Full USPTO retrosynthesis dataset with 1.9M reactions from patents (1976-2016). The task is: Predict the reactants needed to synthesize the given product. (1) Given the product [CH3:14][NH:15][C:16]([C:18]1[N:22]2[CH2:23][CH2:24][N:25]([C:11]([C:9]3[CH:10]=[C:5]4[N:4]=[CH:3][C:2]([Cl:1])=[CH:7][N:6]4[N:8]=3)=[O:13])[CH:26]([CH3:27])[C:21]2=[CH:20][CH:19]=1)=[O:17], predict the reactants needed to synthesize it. The reactants are: [Cl:1][C:2]1[CH:3]=[N:4][C:5]2[N:6]([N:8]=[C:9]([C:11]([OH:13])=O)[CH:10]=2)[CH:7]=1.[CH3:14][NH:15][C:16]([C:18]1[N:22]2[CH2:23][CH2:24][NH:25][CH:26]([CH3:27])[C:21]2=[CH:20][CH:19]=1)=[O:17]. (2) The reactants are: C[O:2][CH2:3][CH2:4][O:5][CH2:6][CH2:7][O:8][CH2:9][CH2:10][O:11][CH2:12][CH2:13][O:14][CH2:15][CH2:16][O:17][CH2:18][CH2:19][O:20][CH2:21][CH2:22][O:23][CH2:24][CH2:25][O:26][CH2:27][CH2:28][O:29][CH2:30]C1C=CC=CC=1. Given the product [CH3:30][O:29][CH2:28][CH2:27][O:26][CH2:25][CH2:24][O:23][CH2:22][CH2:21][O:20][CH2:19][CH2:18][O:17][CH2:16][CH2:15][O:14][CH2:13][CH2:12][O:11][CH2:10][CH2:9][O:8][CH2:7][CH2:6][O:5][CH2:4][CH2:3][OH:2], predict the reactants needed to synthesize it. (3) Given the product [CH3:14][C:11]1[CH2:10][C:9]2([CH2:15][CH2:16][CH:6]([C:4]([OH:5])=[O:3])[CH2:7][CH2:8]2)[O:13][N:12]=1, predict the reactants needed to synthesize it. The reactants are: C([O:3][C:4]([CH:6]1[CH2:16][CH2:15][C:9]2([O:13][N:12]=[C:11]([CH3:14])[CH2:10]2)[CH2:8][CH2:7]1)=[O:5])C.O.[OH-].[Li+]. (4) Given the product [C:18]([O:17][C:15]([NH:14][C:3](=[N:2][OH:1])[N:4]([CH2:6][C:7]([O:9][C:10]([CH3:11])([CH3:13])[CH3:12])=[O:8])[CH3:5])=[O:16])([CH3:21])([CH3:20])[CH3:19], predict the reactants needed to synthesize it. The reactants are: [OH:1][N:2]=[C:3]([NH2:14])[N:4]([CH2:6][C:7]([O:9][C:10]([CH3:13])([CH3:12])[CH3:11])=[O:8])[CH3:5].[C:15](O[C:15]([O:17][C:18]([CH3:21])([CH3:20])[CH3:19])=[O:16])([O:17][C:18]([CH3:21])([CH3:20])[CH3:19])=[O:16].